This data is from Catalyst prediction with 721,799 reactions and 888 catalyst types from USPTO. The task is: Predict which catalyst facilitates the given reaction. (1) Reactant: [CH3:1][N:2]([CH3:22])[CH2:3][C:4]([CH3:21])([CH3:20])[CH2:5][NH:6][C:7](=[O:19])[C:8]1[CH:13]=[CH:12][C:11]([N+:14]([O-])=O)=[C:10]([O:17][CH3:18])[CH:9]=1. Product: [NH2:14][C:11]1[CH:12]=[CH:13][C:8]([C:7]([NH:6][CH2:5][C:4]([CH3:20])([CH3:21])[CH2:3][N:2]([CH3:1])[CH3:22])=[O:19])=[CH:9][C:10]=1[O:17][CH3:18]. The catalyst class is: 50. (2) Reactant: [N:1]1[CH:6]=[CH:5][CH:4]=[CH:3][C:2]=1[O:7][CH:8]([C:10]1[CH:19]=[CH:18][C:13]([C:14]([O:16]C)=[O:15])=[CH:12][CH:11]=1)[CH3:9].O.[OH-].[Li+].O.CO. Product: [N:1]1[CH:6]=[CH:5][CH:4]=[CH:3][C:2]=1[O:7][CH:8]([C:10]1[CH:19]=[CH:18][C:13]([C:14]([OH:16])=[O:15])=[CH:12][CH:11]=1)[CH3:9]. The catalyst class is: 7. (3) Reactant: [N+:1]([C:4]1[CH:5]=[C:6]([CH:16]=[CH:17][C:18]=1[N+:19]([O-])=O)[C:7]([NH:9][C:10]1[CH:15]=[CH:14][CH:13]=[CH:12][CH:11]=1)=[O:8])([O-])=O.[H][H]. Product: [NH2:1][C:4]1[CH:5]=[C:6]([CH:16]=[CH:17][C:18]=1[NH2:19])[C:7]([NH:9][C:10]1[CH:15]=[CH:14][CH:13]=[CH:12][CH:11]=1)=[O:8]. The catalyst class is: 123. (4) Reactant: [F:1][C:2]([F:16])([F:15])[C:3]1[CH:4]=[C:5]([NH:13]N)[CH:6]=[C:7]([C:9]([F:12])([F:11])[F:10])[CH:8]=1.[CH3:17][CH:18]([C:27](=O)[CH3:28])[CH2:19][CH2:20][CH2:21][CH2:22][S:23]([OH:26])(=[O:25])=[O:24]. Product: [F:1][C:2]([F:16])([F:15])[C:3]1[CH:8]=[C:7]([C:9]([F:12])([F:11])[F:10])[CH:6]=[C:5]2[C:4]=1[C:18]([CH3:17])([CH2:19][CH2:20][CH2:21][CH2:22][S:23]([OH:26])(=[O:24])=[O:25])[C:27]([CH3:28])=[N:13]2. The catalyst class is: 15. (5) Product: [CH2:19]([O:26][C:27]1[C:32]([CH:33]([C:10]2[CH:11]=[CH:12][C:7]([CH2:6][CH2:5][O:4][CH2:3][O:2][CH3:1])=[CH:8][CH:9]=2)[OH:34])=[C:31]([CH3:35])[CH:30]=[C:29]([CH3:36])[N:28]=1)[C:20]1[CH:21]=[CH:22][CH:23]=[CH:24][CH:25]=1. Reactant: [CH3:1][O:2][CH2:3][O:4][CH2:5][CH2:6][C:7]1[CH:12]=[CH:11][C:10](Br)=[CH:9][CH:8]=1.C([Li])(C)(C)C.[CH2:19]([O:26][C:27]1[C:32]([CH:33]=[O:34])=[C:31]([CH3:35])[CH:30]=[C:29]([CH3:36])[N:28]=1)[C:20]1[CH:25]=[CH:24][CH:23]=[CH:22][CH:21]=1.[Cl-].[NH4+]. The catalyst class is: 7. (6) Reactant: [F:1][C:2]([F:16])([F:15])[C:3]1[N:7]2[CH2:8][CH2:9][NH:10][CH2:11][C:6]2=[C:5]([C:12](=[O:14])[CH3:13])[N:4]=1.[C:17]([O:21][C:22]([NH:24][C@H:25]([CH2:30][C:31]1[CH:36]=[C:35]([F:37])[C:34]([F:38])=[CH:33][C:32]=1[F:39])[CH2:26][C:27](O)=[O:28])=[O:23])([CH3:20])([CH3:19])[CH3:18].C(N(CC)CC)C.O=C1N(P(Cl)(N2CCOC2=O)=O)CCO1. Product: [C:17]([O:21][C:22](=[O:23])[NH:24][C@H:25]([CH2:30][C:31]1[CH:36]=[C:35]([F:37])[C:34]([F:38])=[CH:33][C:32]=1[F:39])[CH2:26][C:27]([N:10]1[CH2:9][CH2:8][N:7]2[C:3]([C:2]([F:1])([F:15])[F:16])=[N:4][C:5]([C:12](=[O:14])[CH3:13])=[C:6]2[CH2:11]1)=[O:28])([CH3:20])([CH3:18])[CH3:19]. The catalyst class is: 4. (7) Reactant: [Cl:1][C:2]1[CH:7]=[C:6]([NH:8][NH2:9])[CH:5]=[C:4]([Cl:10])[N:3]=1.CO/[CH:13]=[CH:14]/[C:15](=O)[CH3:16].C1(C)C=CC(S(O)(=O)=O)=CC=1. Product: [Cl:1][C:2]1[CH:7]=[C:6]([N:8]2[C:15]([CH3:16])=[CH:14][CH:13]=[N:9]2)[CH:5]=[C:4]([Cl:10])[N:3]=1. The catalyst class is: 8. (8) Reactant: [C:1]1([C:11]([C:13]2[C:22]3[C:17](=[CH:18][CH:19]=[CH:20][CH:21]=3)[C:16]([OH:23])=[CH:15][CH:14]=2)=[O:12])[C:10]2[C:5](=[CH:6][CH:7]=[CH:8][CH:9]=2)[CH:4]=[CH:3][CH:2]=1.C(=O)([O-])[O-].[K+].[K+].Br[CH2:31][CH2:32][CH2:33][CH2:34][CH3:35]. Product: [C:1]1([C:11]([C:13]2[C:22]3[C:17](=[CH:18][CH:19]=[CH:20][CH:21]=3)[C:16]([O:23][CH2:31][CH2:32][CH2:33][CH2:34][CH3:35])=[CH:15][CH:14]=2)=[O:12])[C:10]2[C:5](=[CH:6][CH:7]=[CH:8][CH:9]=2)[CH:4]=[CH:3][CH:2]=1. The catalyst class is: 21. (9) Product: [Br:1][C:2]1[C:3]2[C:4]3[CH2:23][CH2:22][NH:21][CH2:20][CH2:19][C:5]=3[N:6]([CH2:11][C:12]([O:14][CH2:15][CH:16]([CH3:18])[CH3:17])=[O:13])[C:7]=2[CH:8]=[CH:9][CH:10]=1. The catalyst class is: 2. Reactant: [Br:1][C:2]1[C:3]2[C:4]3[CH2:23][CH2:22][N:21](C(OC(C)(C)C)=O)[CH2:20][CH2:19][C:5]=3[N:6]([CH2:11][C:12]([O:14][CH2:15][CH:16]([CH3:18])[CH3:17])=[O:13])[C:7]=2[CH:8]=[CH:9][CH:10]=1.FC(F)(F)C(O)=O. (10) Reactant: [Cl:1][C:2]1[CH:10]=[CH:9][C:5]2[O:6][CH2:7][O:8][C:4]=2[C:3]=1[NH:11][C:12]1[C:20]2[C:19]3[CH2:21][NH:22][CH2:23][CH2:24][C:18]=3[NH:17][C:16]=2[N:15]=[CH:14][CH:13]=1.CCN(C(C)C)C(C)C.[C:34](Cl)(=[O:41])[C:35]1[CH:40]=[CH:39][CH:38]=[CH:37][CH:36]=1. Product: [Cl:1][C:2]1[CH:10]=[CH:9][C:5]2[O:6][CH2:7][O:8][C:4]=2[C:3]=1[NH:11][C:12]1[C:20]2[C:19]3[CH2:21][N:22]([C:34]([C:35]4[CH:40]=[CH:39][CH:38]=[CH:37][CH:36]=4)=[O:41])[CH2:23][CH2:24][C:18]=3[NH:17][C:16]=2[N:15]=[CH:14][CH:13]=1. The catalyst class is: 26.